This data is from Full USPTO retrosynthesis dataset with 1.9M reactions from patents (1976-2016). The task is: Predict the reactants needed to synthesize the given product. (1) The reactants are: [CH3:1][O:2][C:3]([C:5]1[CH:10]([C:11]2[CH:16]=[CH:15][C:14]([C:17]#[N:18])=[CH:13][CH:12]=2)[N:9]2[C:19](=[O:26])[N:20]([CH2:22][C:23](O)=[O:24])[N:21]=[C:8]2[N:7]([C:27]2[CH:32]=[CH:31][CH:30]=[C:29]([C:33]([F:36])([F:35])[F:34])[CH:28]=2)[C:6]=1[CH3:37])=[O:4].[CH:38]([N:41]([CH:44]([CH3:46])C)[CH2:42]C)(C)C.CN(C(ON1N=NC2C=[CH:59][CH:60]=[N:61][C:56]1=2)=[N+](C)C)C.F[P-](F)(F)(F)(F)F. Given the product [CH3:1][O:2][C:3]([C:5]1[CH:10]([C:11]2[CH:16]=[CH:15][C:14]([C:17]#[N:18])=[CH:13][CH:12]=2)[N:9]2[C:19](=[O:26])[N:20]([CH2:22][C:23](=[O:24])[N:61]([CH2:60][CH2:59][CH2:46][CH2:44][N:41]([CH3:38])[CH3:42])[CH3:56])[N:21]=[C:8]2[N:7]([C:27]2[CH:32]=[CH:31][CH:30]=[C:29]([C:33]([F:34])([F:36])[F:35])[CH:28]=2)[C:6]=1[CH3:37])=[O:4], predict the reactants needed to synthesize it. (2) Given the product [NH:15]1[CH2:20][CH2:19][CH:18]([CH2:21][C:22]2[N:26]=[C:25]([C:27]3[O:35][C:34]4[CH:33]=[CH:32][N:31]=[CH:30][C:29]=4[CH:28]=3)[O:24][N:23]=2)[CH2:17][CH2:16]1, predict the reactants needed to synthesize it. The reactants are: C(O)(C(F)(F)F)=O.C(OC([N:15]1[CH2:20][CH2:19][CH:18]([CH2:21][C:22]2[N:26]=[C:25]([C:27]3[O:35][C:34]4[CH:33]=[CH:32][N:31]=[CH:30][C:29]=4[CH:28]=3)[O:24][N:23]=2)[CH2:17][CH2:16]1)=O)(C)(C)C.